Dataset: Reaction yield outcomes from USPTO patents with 853,638 reactions. Task: Predict the reaction yield, written as a fraction of the theoretical maximum amount of product (1.0 means a 100% yield; for example, 0.34 means a 34% yield). The reactants are [CH3:1][S:2]([C:5]1[CH:10]=[CH:9][C:8]([CH:11]([CH2:15][CH:16]2[CH2:21][CH2:20][CH2:19][CH2:18][O:17]2)[C:12]([OH:14])=O)=[CH:7][CH:6]=1)(=[O:4])=[O:3].F[P-](F)(F)(F)(F)F.N1(O[P+](N(C)C)(N(C)C)N(C)C)C2C=CC=CC=2N=N1.[NH2:49][C:50]1[S:51][CH:52]=[CH:53][N:54]=1.C(N(CC)CC)C. The catalyst is C(Cl)Cl.O. The product is [CH3:1][S:2]([C:5]1[CH:6]=[CH:7][C:8]([CH:11]([CH2:15][CH:16]2[CH2:21][CH2:20][CH2:19][CH2:18][O:17]2)[C:12]([NH:49][C:50]2[S:51][CH:52]=[CH:53][N:54]=2)=[O:14])=[CH:9][CH:10]=1)(=[O:3])=[O:4]. The yield is 0.710.